Predict the reactants needed to synthesize the given product. From a dataset of Full USPTO retrosynthesis dataset with 1.9M reactions from patents (1976-2016). (1) Given the product [C:1]([O:5][C:6]([N:8]1[CH2:13][CH2:12][N:11]([C:14]2[CH:19]=[CH:18][CH:17]=[C:16]([C:20]3[N:21]([CH3:31])[C:22]4[CH:28]=[CH:27][CH:26]=[CH:25][C:23]=4[N:24]=3)[CH:15]=2)[CH2:10][CH2:9]1)=[O:7])([CH3:4])([CH3:2])[CH3:3], predict the reactants needed to synthesize it. The reactants are: [C:1]([O:5][C:6]([N:8]1[CH2:13][CH2:12][N:11]([C:14]2[CH:19]=[CH:18][CH:17]=[C:16]([C:20]3[NH:24][C:23]4[CH:25]=[CH:26][CH:27]=[CH:28][C:22]=4[N:21]=3)[CH:15]=2)[CH2:10][CH2:9]1)=[O:7])([CH3:4])([CH3:3])[CH3:2].[H-].[Na+].[CH3:31]I.Cl. (2) Given the product [CH3:1][N:2]([CH3:21])[CH:3]1[CH2:8][CH2:7][CH:6]([C:9]2[C:17]3[C:12](=[CH:13][CH:14]=[C:15]([NH:18][C:28]([C:24]4[S:23][CH:27]=[CH:26][CH:25]=4)=[NH:29])[CH:16]=3)[NH:11][CH:10]=2)[CH2:5][CH2:4]1, predict the reactants needed to synthesize it. The reactants are: [CH3:1][N:2]([CH3:21])[CH:3]1[CH2:8][CH2:7][C:6]([C:9]2[C:17]3[C:12](=[CH:13][CH:14]=[C:15]([N+:18]([O-])=O)[CH:16]=3)[NH:11][CH:10]=2)=[CH:5][CH2:4]1.I.[S:23]1[CH:27]=[CH:26][CH:25]=[C:24]1[C:28](SC)=[NH:29]. (3) Given the product [CH3:36][C:11]([NH2:10])([CH3:35])[CH2:12][C:13]1[CH:18]=[CH:17][C:16]([C:19]2[N:23]=[CH:22][N:21]([C:24]3[CH:29]=[CH:28][C:27]([O:30][C:31]([F:32])([F:34])[F:33])=[CH:26][CH:25]=3)[N:20]=2)=[CH:15][CH:14]=1, predict the reactants needed to synthesize it. The reactants are: C(OC(=O)[NH:10][C:11]([CH3:36])([CH3:35])[CH2:12][C:13]1[CH:18]=[CH:17][C:16]([C:19]2[N:23]=[CH:22][N:21]([C:24]3[CH:29]=[CH:28][C:27]([O:30][C:31]([F:34])([F:33])[F:32])=[CH:26][CH:25]=3)[N:20]=2)=[CH:15][CH:14]=1)C1C=CC=CC=1.